From a dataset of Forward reaction prediction with 1.9M reactions from USPTO patents (1976-2016). Predict the product of the given reaction. The product is: [CH2:1]([O:8][C:9]1[CH:10]=[C:11]([CH:14]=[CH:15][CH:16]=1)[CH2:12][Br:36])[C:2]1[CH:7]=[CH:6][CH:5]=[CH:4][CH:3]=1. Given the reactants [CH2:1]([O:8][C:9]1[CH:10]=[C:11]([CH:14]=[CH:15][CH:16]=1)[CH2:12]O)[C:2]1[CH:7]=[CH:6][CH:5]=[CH:4][CH:3]=1.C1(P(C2C=CC=CC=2)C2C=CC=CC=2)C=CC=CC=1.[Br:36]N1C(=O)CCC1=O, predict the reaction product.